From a dataset of NCI-60 drug combinations with 297,098 pairs across 59 cell lines. Regression. Given two drug SMILES strings and cell line genomic features, predict the synergy score measuring deviation from expected non-interaction effect. (1) Drug 1: CC(C)NC(=O)C1=CC=C(C=C1)CNNC.Cl. Drug 2: C1CCC(C(C1)N)N.C(=O)(C(=O)[O-])[O-].[Pt+4]. Cell line: BT-549. Synergy scores: CSS=5.86, Synergy_ZIP=-2.39, Synergy_Bliss=1.34, Synergy_Loewe=-9.06, Synergy_HSA=-1.81. (2) Drug 1: CS(=O)(=O)C1=CC(=C(C=C1)C(=O)NC2=CC(=C(C=C2)Cl)C3=CC=CC=N3)Cl. Drug 2: C(CN)CNCCSP(=O)(O)O. Cell line: NCI-H226. Synergy scores: CSS=-2.80, Synergy_ZIP=-1.94, Synergy_Bliss=-1.97, Synergy_Loewe=-10.6, Synergy_HSA=-3.46. (3) Drug 1: CN(CC1=CN=C2C(=N1)C(=NC(=N2)N)N)C3=CC=C(C=C3)C(=O)NC(CCC(=O)O)C(=O)O. Drug 2: CCN(CC)CCCC(C)NC1=C2C=C(C=CC2=NC3=C1C=CC(=C3)Cl)OC. Cell line: LOX IMVI. Synergy scores: CSS=51.9, Synergy_ZIP=-4.40, Synergy_Bliss=-5.15, Synergy_Loewe=-20.3, Synergy_HSA=-2.80. (4) Drug 1: CC1=C2C(C(=O)C3(C(CC4C(C3C(C(C2(C)C)(CC1OC(=O)C(C(C5=CC=CC=C5)NC(=O)OC(C)(C)C)O)O)OC(=O)C6=CC=CC=C6)(CO4)OC(=O)C)OC)C)OC. Drug 2: CC1=C(N=C(N=C1N)C(CC(=O)N)NCC(C(=O)N)N)C(=O)NC(C(C2=CN=CN2)OC3C(C(C(C(O3)CO)O)O)OC4C(C(C(C(O4)CO)O)OC(=O)N)O)C(=O)NC(C)C(C(C)C(=O)NC(C(C)O)C(=O)NCCC5=NC(=CS5)C6=NC(=CS6)C(=O)NCCC[S+](C)C)O. Cell line: K-562. Synergy scores: CSS=35.4, Synergy_ZIP=0.647, Synergy_Bliss=-4.45, Synergy_Loewe=-29.6, Synergy_HSA=-4.35.